Dataset: NCI-60 drug combinations with 297,098 pairs across 59 cell lines. Task: Regression. Given two drug SMILES strings and cell line genomic features, predict the synergy score measuring deviation from expected non-interaction effect. Drug 1: CC1C(C(CC(O1)OC2CC(CC3=C2C(=C4C(=C3O)C(=O)C5=C(C4=O)C(=CC=C5)OC)O)(C(=O)C)O)N)O.Cl. Drug 2: C1=CC(=CC=C1CC(C(=O)O)N)N(CCCl)CCCl.Cl. Cell line: SK-MEL-28. Synergy scores: CSS=22.4, Synergy_ZIP=-2.73, Synergy_Bliss=4.78, Synergy_Loewe=-16.4, Synergy_HSA=1.42.